From a dataset of Forward reaction prediction with 1.9M reactions from USPTO patents (1976-2016). Predict the product of the given reaction. (1) Given the reactants OS(C(F)(F)F)(=O)=O.[C:9](=[NH:32])([O:11][CH2:12][CH2:13][C:14]1[CH:19]=[CH:18][C:17]([O:20][C:21]2[CH:26]=[CH:25][C:24]([Cl:27])=[C:23]([C:28]([F:31])([F:30])[F:29])[CH:22]=2)=[CH:16][CH:15]=1)[NH2:10].[OH:33]/[CH:34]=[C:35](/[CH2:40][C:41]1[CH:42]=[N:43][CH:44]=[N:45][CH:46]=1)\[C:36](OC)=O.C([O-])(=O)C.[K+], predict the reaction product. The product is: [Cl:27][C:24]1[CH:25]=[CH:26][C:21]([O:20][C:17]2[CH:16]=[CH:15][C:14]([CH2:13][CH2:12][O:11][C:9]3[NH:10][CH:36]=[C:35]([CH2:40][C:41]4[CH:46]=[N:45][CH:44]=[N:43][CH:42]=4)[C:34](=[O:33])[N:32]=3)=[CH:19][CH:18]=2)=[CH:22][C:23]=1[C:28]([F:31])([F:30])[F:29]. (2) Given the reactants [NH2:1][C:2]([C:4]1[CH:5]=[C:6]([CH:11]=[C:12]([Cl:14])[CH:13]=1)[C:7](OC)=[O:8])=[O:3].C(O)C.[BH4-].[Li+], predict the reaction product. The product is: [Cl:14][C:12]1[CH:13]=[C:4]([CH:5]=[C:6]([CH2:7][OH:8])[CH:11]=1)[C:2]([NH2:1])=[O:3]. (3) Given the reactants [CH3:1][C:2]1([C:7]2[O:11][C:10]([CH2:12][N:13]3[CH:17]=[CH:16][C:15]([NH2:18])=[N:14]3)=[CH:9][CH:8]=2)[O:6]CCO1.[C:19]1([C:33]2[CH:38]=[CH:37][CH:36]=[CH:35][CH:34]=2)[CH:24]=[CH:23][CH:22]=[C:21]([C:25]2[O:29][CH:28]=[N:27][C:26]=2[C:30](O)=[O:31])[CH:20]=1, predict the reaction product. The product is: [C:2]([C:7]1[O:11][C:10]([CH2:12][N:13]2[CH:17]=[CH:16][C:15]([NH:18][C:30]([C:26]3[N:27]=[CH:28][O:29][C:25]=3[C:21]3[CH:20]=[C:19]([C:33]4[CH:38]=[CH:37][CH:36]=[CH:35][CH:34]=4)[CH:24]=[CH:23][CH:22]=3)=[O:31])=[N:14]2)=[CH:9][CH:8]=1)(=[O:6])[CH3:1].